Dataset: Reaction yield outcomes from USPTO patents with 853,638 reactions. Task: Predict the reaction yield, written as a fraction of the theoretical maximum amount of product (1.0 means a 100% yield; for example, 0.34 means a 34% yield). (1) The reactants are [NH2:1][C:2]1[C:3]([C:16]([O:18]C)=[O:17])=[N:4][C:5]([C:8]2[C:13]([F:14])=[CH:12][CH:11]=[CH:10][C:9]=2[F:15])=[CH:6][CH:7]=1.[Li+].[OH-].Cl. The catalyst is C1COCC1. The product is [NH2:1][C:2]1[C:3]([C:16]([OH:18])=[O:17])=[N:4][C:5]([C:8]2[C:13]([F:14])=[CH:12][CH:11]=[CH:10][C:9]=2[F:15])=[CH:6][CH:7]=1. The yield is 0.900. (2) The product is [Br:1][C:2]1[CH:11]=[CH:10][CH:9]=[C:8]2[C:3]=1[CH2:4][CH2:5][NH:6][CH:7]2[C:12]([O:14][CH3:20])=[O:13]. The catalyst is O1CCOCC1. The yield is 0.800. The reactants are [Br:1][C:2]1[CH:11]=[CH:10][CH:9]=[C:8]2[C:3]=1[CH2:4][CH2:5][N:6](C(OCC)=O)[CH:7]2[C:12]([OH:14])=[O:13].[CH3:20]CO.[OH-].[Na+].S(Cl)(Cl)=O. (3) The reactants are F[C:2]1[N:6]([CH3:7])[N:5]=[C:4]([C:8]([F:14])([F:13])[C:9]([F:12])([F:11])[F:10])[C:3]=1[C:15]([F:18])([F:17])[F:16].[CH2:19]([SH:26])[C:20]1[CH:25]=[CH:24][CH:23]=[CH:22][CH:21]=1.C(N(CC)CC)C. The catalyst is C(#N)C. The product is [CH2:19]([S:26][C:2]1[N:6]([CH3:7])[N:5]=[C:4]([C:8]([F:14])([F:13])[C:9]([F:12])([F:11])[F:10])[C:3]=1[C:15]([F:18])([F:17])[F:16])[C:20]1[CH:25]=[CH:24][CH:23]=[CH:22][CH:21]=1. The yield is 0.780. (4) The reactants are [CH3:1][C:2]([CH3:9])([CH3:8])[C:3](=O)[CH2:4][C:5]#[N:6].[NH:10]([CH2:12][CH2:13][OH:14])[NH2:11].Cl. The catalyst is C(O)C.O.C(OCC)(=O)C. The product is [NH2:6][C:5]1[N:10]([CH2:12][CH2:13][OH:14])[N:11]=[C:3]([C:2]([CH3:9])([CH3:8])[CH3:1])[CH:4]=1. The yield is 0.660. (5) The reactants are [C:1]([C:5]1[CH:10]=[CH:9][C:8]([NH2:11])=[CH:7][C:6]=1[N+:12]([O-:14])=[O:13])([CH3:4])([CH3:3])[CH3:2].[CH3:15][C:16]([O:19][C:20](O[C:20]([O:19][C:16]([CH3:18])([CH3:17])[CH3:15])=[O:21])=[O:21])([CH3:18])[CH3:17]. The catalyst is [OH-].[Na+].C1COCC1. The product is [C:16]([O:19][C:20](=[O:21])[NH:11][C:8]1[CH:9]=[CH:10][C:5]([C:1]([CH3:4])([CH3:2])[CH3:3])=[C:6]([N+:12]([O-:14])=[O:13])[CH:7]=1)([CH3:18])([CH3:17])[CH3:15]. The yield is 0.740. (6) The reactants are [I:1][C:2]1[CH:3]=[N:4][NH:5][CH:6]=1.Cl[C:8]1[CH:13]=[CH:12][C:11]([N+:14]([O-:16])=[O:15])=[CH:10][N:9]=1.C(=O)([O-])[O-].[K+].[K+]. The product is [I:1][C:2]1[CH:3]=[N:4][N:5]([C:8]2[CH:13]=[CH:12][C:11]([N+:14]([O-:16])=[O:15])=[CH:10][N:9]=2)[CH:6]=1. The catalyst is CN(C)C=O.O. The yield is 1.00.